From a dataset of Plasma protein binding rate (PPBR) regression data from AstraZeneca. Regression/Classification. Given a drug SMILES string, predict its absorption, distribution, metabolism, or excretion properties. Task type varies by dataset: regression for continuous measurements (e.g., permeability, clearance, half-life) or binary classification for categorical outcomes (e.g., BBB penetration, CYP inhibition). For this dataset (ppbr_az), we predict Y. (1) The molecule is Cn1c(-c2cc(=O)c(O)c[nH]2)nn(S(=O)(=O)NC(=O)N2C[C@H](NC(=O)/C(=N\OC(C)(C)C(=O)O)c3csc(N)n3)C2=O)c1=O. The Y is 95.5 %. (2) The molecule is NC(=O)c1ccc(N(C(N)=O)c2c(F)cccc2F)nc1-c1ccc(F)cc1F. The Y is 60.8 %.